This data is from Catalyst prediction with 721,799 reactions and 888 catalyst types from USPTO. The task is: Predict which catalyst facilitates the given reaction. Reactant: [Br:1][C:2]1[NH:6][CH:5]=[C:4]([C:7]([O:9][CH2:10][CH3:11])=[O:8])[C:3]=1[CH3:12].[H-].[Na+].I[CH3:16]. Product: [Br:1][C:2]1[N:6]([CH3:16])[CH:5]=[C:4]([C:7]([O:9][CH2:10][CH3:11])=[O:8])[C:3]=1[CH3:12]. The catalyst class is: 3.